Dataset: Peptide-MHC class II binding affinity with 134,281 pairs from IEDB. Task: Regression. Given a peptide amino acid sequence and an MHC pseudo amino acid sequence, predict their binding affinity value. This is MHC class II binding data. (1) The binding affinity (normalized) is 0.546. The MHC is HLA-DQA10102-DQB10602 with pseudo-sequence HLA-DQA10102-DQB10602. The peptide sequence is SCWAFSGVAATESAY. (2) The peptide sequence is TNIRQAGVQY. The MHC is DRB1_0701 with pseudo-sequence DRB1_0701. The binding affinity (normalized) is 0. (3) The peptide sequence is FETIVVTVDSLPEFK. The MHC is HLA-DPA10103-DPB10301 with pseudo-sequence HLA-DPA10103-DPB10301. The binding affinity (normalized) is 0.0278. (4) The peptide sequence is YPIILRLGSQLSLSM. The MHC is DRB5_0101 with pseudo-sequence DRB5_0101. The binding affinity (normalized) is 0.723. (5) The peptide sequence is IRGTSATAAAIQLKC. The MHC is HLA-DQA10101-DQB10501 with pseudo-sequence HLA-DQA10101-DQB10501. The binding affinity (normalized) is 0.338. (6) The peptide sequence is ENPVVHFFKNIVTPRTP. The MHC is DRB1_0404 with pseudo-sequence DRB1_0404. The binding affinity (normalized) is 0.787. (7) The peptide sequence is FRHLAREKNPRLCTK. The binding affinity (normalized) is 0.338. The MHC is DRB1_0901 with pseudo-sequence DRB1_0901.